Task: Predict the reaction yield, written as a fraction of the theoretical maximum amount of product (1.0 means a 100% yield; for example, 0.34 means a 34% yield).. Dataset: Reaction yield outcomes from USPTO patents with 853,638 reactions (1) The reactants are CCOC(/N=N/C(OCC)=O)=O.[OH:13][C:14]1[CH:21]=[CH:20][C:17]([CH:18]=[O:19])=[CH:16][CH:15]=1.[CH:22]1(O)[CH2:27][CH2:26][CH2:25][CH2:24][CH2:23]1.C1(P(C2C=CC=CC=2)C2C=CC=CC=2)C=CC=CC=1. The product is [CH:22]1([O:13][C:14]2[CH:21]=[CH:20][C:17]([CH:18]=[O:19])=[CH:16][CH:15]=2)[CH2:27][CH2:26][CH2:25][CH2:24][CH2:23]1. The catalyst is O1CCCC1. The yield is 0.340. (2) The reactants are C(=O)([O-])[O-].[K+].[K+].I[CH2:8][CH3:9].[C:10]([C:14]1[C:15]([Cl:22])=[CH:16][C:17]([I:21])=[C:18]([OH:20])[CH:19]=1)([CH3:13])([CH3:12])[CH3:11]. The catalyst is CC(=O)CC. The product is [C:10]([C:14]1[C:15]([Cl:22])=[CH:16][C:17]([I:21])=[C:18]([O:20][CH2:8][CH3:9])[CH:19]=1)([CH3:13])([CH3:11])[CH3:12]. The yield is 0.850. (3) The reactants are [Cl:1][S:2]([OH:5])(=O)=[O:3].[Br:6][C:7]1[CH:8]=[CH:9][C:10]([NH2:13])=[N:11][CH:12]=1. No catalyst specified. The product is [NH2:13][C:10]1[C:9]([S:2]([Cl:1])(=[O:5])=[O:3])=[CH:8][C:7]([Br:6])=[CH:12][N:11]=1. The yield is 0.770. (4) The reactants are [OH:1][CH:2]1[CH2:13][C@@H:12]([CH3:14])[C:11](=[O:15])[O:10][CH2:9][C@@H:8]([C:16]2[CH:21]=[CH:20][CH:19]=[CH:18][CH:17]=2)[NH:7][C:6](=[O:22])[CH2:5][CH2:4][CH:3]1[NH:23]C(=O)OC(C)(C)C.C([SiH](CC)CC)C.C(O)(C(F)(F)F)=O. The catalyst is C(Cl)Cl. The product is [NH2:23][CH:3]1[CH:2]([OH:1])[CH2:13][C@@H:12]([CH3:14])[C:11](=[O:15])[O:10][CH2:9][C@@H:8]([C:16]2[CH:17]=[CH:18][CH:19]=[CH:20][CH:21]=2)[NH:7][C:6](=[O:22])[CH2:5][CH2:4]1. The yield is 0.980.